From a dataset of Reaction yield outcomes from USPTO patents with 853,638 reactions. Predict the reaction yield, written as a fraction of the theoretical maximum amount of product (1.0 means a 100% yield; for example, 0.34 means a 34% yield). (1) The reactants are Cl[C:2]1[C:7]2[CH2:8][N:9]([CH:12]([C:14]3[CH:15]=[N:16][C:17]([NH:21][CH2:22][C:23]([F:26])([F:25])[F:24])=[C:18]([CH3:20])[CH:19]=3)[CH3:13])[C:10](=[O:11])[C:6]=2[CH:5]=[CH:4][N:3]=1.[CH:27]([O:29][C:30]1[CH:35]=[CH:34][CH:33]=[CH:32][CH:31]=1)=[O:28]. No catalyst specified. The product is [CH3:20][C:18]1[CH:19]=[C:14]([CH:12]([N:9]2[C:10](=[O:11])[C:6]3[CH:5]=[CH:4][N:3]=[C:2]([C:27]([O:29][C:30]4[CH:35]=[CH:34][CH:33]=[CH:32][CH:31]=4)=[O:28])[C:7]=3[CH2:8]2)[CH3:13])[CH:15]=[N:16][C:17]=1[NH:21][CH2:22][C:23]([F:26])([F:25])[F:24]. The yield is 0.770. (2) The reactants are Cl.[NH2:2][C:3]([C:6]1[N:11]=[C:10]([C:12]#[N:13])[CH:9]=[CH:8][CH:7]=1)([CH3:5])[CH3:4].C(=O)(O)[O-].[Na+]. The catalyst is ClCCl. The product is [NH2:2][C:3]([C:6]1[N:11]=[C:10]([C:12]#[N:13])[CH:9]=[CH:8][CH:7]=1)([CH3:4])[CH3:5]. The yield is 1.00.